From a dataset of Forward reaction prediction with 1.9M reactions from USPTO patents (1976-2016). Predict the product of the given reaction. (1) Given the reactants [CH2:1]([N:3]([CH2:12][C:13]([OH:27])([CH2:18][NH:19]CC1C=CC=CC=1)[C:14]([F:17])([F:16])[F:15])[C:4](=[O:11])[C:5]1[CH:10]=[CH:9][CH:8]=[CH:7][CH:6]=1)[CH3:2].Cl.O1CCOCC1, predict the reaction product. The product is: [NH2:19][CH2:18][C:13]([OH:27])([C:14]([F:16])([F:17])[F:15])[CH2:12][N:3]([CH2:1][CH3:2])[C:4](=[O:11])[C:5]1[CH:10]=[CH:9][CH:8]=[CH:7][CH:6]=1. (2) Given the reactants [CH3:1][C:2]([CH3:22])([CH3:21])[CH2:3][N:4]([CH2:17][CH2:18][CH2:19][OH:20])[C:5]1[CH:12]=[CH:11][C:8]([C:9]#[N:10])=[C:7]([C:13]([F:16])([F:15])[F:14])[CH:6]=1.[C:23]([NH:26][C:27]1[CH:32]=[CH:31][C:30](O)=[CH:29][CH:28]=1)(=[O:25])[CH3:24], predict the reaction product. The product is: [C:9]([C:8]1[CH:11]=[CH:12][C:5]([N:4]([CH2:3][C:2]([CH3:22])([CH3:21])[CH3:1])[CH2:17][CH2:18][CH2:19][O:20][C:30]2[CH:31]=[CH:32][C:27]([NH:26][C:23](=[O:25])[CH3:24])=[CH:28][CH:29]=2)=[CH:6][C:7]=1[C:13]([F:14])([F:15])[F:16])#[N:10]. (3) Given the reactants [C:1]([O:5][C:6]([N:8]([C:23]([O:25][C:26]([CH3:29])([CH3:28])[CH3:27])=[O:24])[C:9]1[N:14]=[CH:13][C:12]([C:15]2[CH:20]=[CH:19][CH:18]=[CH:17][C:16]=2SC)=[CH:11][N:10]=1)=[O:7])([CH3:4])([CH3:3])[CH3:2].O[O:31][S:32]([O-:34])=O.[K+].[CH3:36]O, predict the reaction product. The product is: [C:1]([O:5][C:6]([N:8]([C:23]([O:25][C:26]([CH3:27])([CH3:29])[CH3:28])=[O:24])[C:9]1[N:10]=[CH:11][C:12]([C:15]2[CH:20]=[CH:19][CH:18]=[CH:17][C:16]=2[S:32]([CH3:36])(=[O:34])=[O:31])=[CH:13][N:14]=1)=[O:7])([CH3:4])([CH3:2])[CH3:3].